From a dataset of Forward reaction prediction with 1.9M reactions from USPTO patents (1976-2016). Predict the product of the given reaction. (1) Given the reactants [C:1]([O:5][C:6]([NH:8][CH2:9][C:10]1[C:11]([CH2:27][CH:28]([CH3:30])[CH3:29])=[N:12][C:13]([CH3:26])=[C:14]([C:18]=1[C:19]1[CH:24]=[CH:23][C:22]([CH3:25])=[CH:21][CH:20]=1)[C:15]([OH:17])=[O:16])=[O:7])([CH3:4])([CH3:3])[CH3:2].Cl[CH:32]1[CH2:36][O:35][C:34](=[O:37])[O:33]1.C(=O)([O-])[O-].[K+].[K+], predict the reaction product. The product is: [C:1]([O:5][C:6]([NH:8][CH2:9][C:10]1[C:11]([CH2:27][CH:28]([CH3:30])[CH3:29])=[N:12][C:13]([CH3:26])=[C:14]([C:18]=1[C:19]1[CH:24]=[CH:23][C:22]([CH3:25])=[CH:21][CH:20]=1)[C:15]([O:17][CH:32]1[CH2:36][O:35][C:34](=[O:37])[O:33]1)=[O:16])=[O:7])([CH3:4])([CH3:3])[CH3:2]. (2) The product is: [Cl:18][C:10]1[CH:9]=[C:8]([C:5]2[CH:6]=[CH:7][C:2]([Cl:1])=[CH:3][CH:4]=2)[CH:13]=[C:12]([CH3:14])[N:11]=1. Given the reactants [Cl:1][C:2]1[CH:7]=[CH:6][C:5]([C:8]2[CH:13]=[C:12]([CH3:14])[NH:11][C:10](=O)[CH:9]=2)=[CH:4][CH:3]=1.P(Cl)(Cl)([Cl:18])=O, predict the reaction product. (3) Given the reactants Br[CH2:2][C:3]([C:5]1[CH:10]=[CH:9][CH:8]=[CH:7][CH:6]=1)=O.[NH2:11][C:12]1[N:21]=[CH:20][CH:19]=[CH:18][C:13]=1[C:14]([O:16][CH3:17])=[O:15], predict the reaction product. The product is: [C:5]1([C:3]2[N:11]=[C:12]3[C:13]([C:14]([O:16][CH3:17])=[O:15])=[CH:18][CH:19]=[CH:20][N:21]3[CH:2]=2)[CH:10]=[CH:9][CH:8]=[CH:7][CH:6]=1. (4) Given the reactants [N:1]1([C:7]2[CH:8]=[CH:9][C:10]3[N:11]([C:13]([C:16]([F:19])([F:18])[F:17])=[N:14][N:15]=3)[N:12]=2)[CH2:6][CH2:5][NH:4][CH2:3][CH2:2]1.[CH:20]([C:22]1[CH:29]=[CH:28][CH:27]=[CH:26][C:23]=1[C:24]#[N:25])=O, predict the reaction product. The product is: [F:19][C:16]([F:17])([F:18])[C:13]1[N:11]2[N:12]=[C:7]([N:1]3[CH2:2][CH2:3][N:4]([CH2:20][C:22]4[CH:29]=[CH:28][CH:27]=[CH:26][C:23]=4[C:24]#[N:25])[CH2:5][CH2:6]3)[CH:8]=[CH:9][C:10]2=[N:15][N:14]=1. (5) Given the reactants [NH2:1][C:2]1[C:14]([Cl:15])=[C:13]2[C:5]([C:6]3[C:11]([CH2:16][CH2:17][CH2:18][CH3:19])([CH2:12]2)[CH2:10][CH2:9][C:8](=[O:20])[CH:7]=3)=[CH:4][C:3]=1[F:21].[Cl:22]N1C(=O)CCC1=O, predict the reaction product. The product is: [NH2:1][C:2]1[C:14]([Cl:15])=[C:13]2[C:5]([C:6]3[C:11]([CH2:16][CH2:17][CH2:18][CH3:19])([CH2:12]2)[CH2:10][CH2:9][C:8](=[O:20])[C:7]=3[Cl:22])=[CH:4][C:3]=1[F:21]. (6) Given the reactants COC1C=CC(C(C2SC=NN=2)[N:10]2[C:18]3[C:13](=[N:14][CH2:15][NH:16][CH:17]=3)[CH:12]=[C:11]2[C:19]2[CH:24]=[CH:23][CH:22]=[CH:21][C:20]=2[F:25])=C(C(F)(F)F)C=1.FC1C=CC=CC=1C1NC2C=NC=NC=2C=1.[F:51][C:52]([F:75])([F:74])[C:53]1[CH:58]=[C:57]([C:59]([F:62])([F:61])[F:60])[CH:56]=[CH:55][C:54]=1[C:63]1[S:67][C:66]([CH2:68]OS(C)(=O)=O)=[N:65][N:64]=1, predict the reaction product. The product is: [F:75][C:52]([F:51])([F:74])[C:53]1[CH:58]=[C:57]([C:59]([F:62])([F:60])[F:61])[CH:56]=[CH:55][C:54]=1[C:63]1[S:67][C:66]([CH2:68][N:16]2[CH:17]=[C:18]3[N:10]=[C:11]([C:19]4[CH:24]=[CH:23][CH:22]=[CH:21][C:20]=4[F:25])[CH:12]=[C:13]3[N:14]=[CH:15]2)=[N:65][N:64]=1. (7) Given the reactants [NH2:1][C:2]1[CH:3]=[C:4]([CH:19]=[CH:20][CH:21]=1)[CH2:5][C:6]1[C:11](=[O:12])[CH:10]=[CH:9][N:8]([C:13]2[CH:14]=[N:15][N:16]([CH3:18])[CH:17]=2)[N:7]=1.CCN(CC)CC.Br[CH2:30][CH2:31][CH2:32][C:33](Cl)=[O:34], predict the reaction product. The product is: [CH3:18][N:16]1[CH:17]=[C:13]([N:8]2[CH:9]=[CH:10][C:11](=[O:12])[C:6]([CH2:5][C:4]3[CH:19]=[CH:20][CH:21]=[C:2]([N:1]4[CH2:30][CH2:31][CH2:32][C:33]4=[O:34])[CH:3]=3)=[N:7]2)[CH:14]=[N:15]1.